Dataset: Full USPTO retrosynthesis dataset with 1.9M reactions from patents (1976-2016). Task: Predict the reactants needed to synthesize the given product. (1) Given the product [CH2:15]([O:22][C:23](=[O:26])[CH2:24][C:3]1([C:2]#[N:9])[CH:8]=[CH:7][CH2:6][CH:5]=[CH:4]1)[C:16]1[CH:21]=[CH:20][CH:19]=[CH:18][CH:17]=1, predict the reactants needed to synthesize it. The reactants are: [Li].[C:2](#[N:9])[C:3]1[CH:8]=[CH:7][CH:6]=[CH:5][CH:4]=1.CC(O)(C)C.[CH2:15]([O:22][C:23](=[O:26])[CH2:24]Br)[C:16]1[CH:21]=[CH:20][CH:19]=[CH:18][CH:17]=1.[Cl-].[NH4+]. (2) Given the product [F:34][C:35]1[CH:36]=[C:37]([N:8]([C:5]2[CH:4]=[CH:3][C:2]([F:1])=[CH:7][CH:6]=2)[C:9]([C:11]2([C:14]([NH2:31])=[O:16])[CH2:12][CH2:13]2)=[O:10])[CH:38]=[CH:39][C:40]=1[O:41][C:42]1[CH:47]=[CH:46][N:45]=[C:44]2[CH:48]=[C:49]([C:51]3[CH:52]=[CH:53][CH:54]=[CH:55][CH:56]=3)[S:50][C:43]=12, predict the reactants needed to synthesize it. The reactants are: [F:1][C:2]1[CH:7]=[CH:6][C:5]([NH:8][C:9]([C:11]2([C:14]([OH:16])=O)[CH2:13][CH2:12]2)=[O:10])=[CH:4][CH:3]=1.C1(C(O)=O)(C(O)=O)CC1.FC1C=CC([NH2:31])=CC=1.[F:34][C:35]1[CH:36]=[C:37](N)[CH:38]=[CH:39][C:40]=1[O:41][C:42]1[CH:47]=[CH:46][N:45]=[C:44]2[CH:48]=[C:49]([C:51]3[CH:56]=[CH:55][CH:54]=[CH:53][CH:52]=3)[S:50][C:43]=12. (3) Given the product [CH2:11]([O:10][C:8]([C:4]1[NH:5][CH:6]=[CH:7][C:3]=1[NH:16][CH:25]=[C:26]([C:32]([O:34][CH2:35][CH3:36])=[O:33])[C:27]([O:29][CH2:30][CH3:31])=[O:28])=[O:9])[CH3:12], predict the reactants needed to synthesize it. The reactants are: Cl.C[C:3]1[CH:7]=[CH:6][NH:5][C:4]=1[C:8]([O:10][CH2:11][CH3:12])=[O:9].C([N:16](C(C)C)CC)(C)C.C(O[CH:25]=[C:26]([C:32]([O:34][CH2:35][CH3:36])=[O:33])[C:27]([O:29][CH2:30][CH3:31])=[O:28])C.